From a dataset of Full USPTO retrosynthesis dataset with 1.9M reactions from patents (1976-2016). Predict the reactants needed to synthesize the given product. (1) Given the product [Cl:1][C:2]1[CH:10]=[C:9]([C:44]#[C:43][CH2:42][NH:41][C:39](=[O:40])[N:38]([CH3:45])[CH3:37])[C:5]2[O:6][CH2:7][O:8][C:4]=2[C:3]=1[NH:12][C:13]1[C:22]2[C:17](=[CH:18][C:19]([O:25][CH2:26][CH2:27][CH2:28][N:29]3[CH2:34][CH2:33][N:32]([CH3:35])[C:31](=[O:36])[CH2:30]3)=[C:20]([O:23][CH3:24])[CH:21]=2)[N:16]=[CH:15][N:14]=1, predict the reactants needed to synthesize it. The reactants are: [Cl:1][C:2]1[CH:10]=[C:9](I)[C:5]2[O:6][CH2:7][O:8][C:4]=2[C:3]=1[NH:12][C:13]1[C:22]2[C:17](=[CH:18][C:19]([O:25][CH2:26][CH2:27][CH2:28][N:29]3[CH2:34][CH2:33][N:32]([CH3:35])[C:31](=[O:36])[CH2:30]3)=[C:20]([O:23][CH3:24])[CH:21]=2)[N:16]=[CH:15][N:14]=1.[CH3:37][N:38]([CH3:45])[C:39]([NH:41][CH2:42][C:43]#[CH:44])=[O:40].C(NC(C)C)(C)C.CN(C=O)C. (2) Given the product [NH2:9][C:10]1[N:11]=[CH:12][C:13]([C:16]2[C:17]([F:24])=[C:18]([C:19]([CH3:22])=[CH:20][CH:21]=2)[O:23][C:2]2[N:7]=[C:6]([NH2:8])[CH:5]=[CH:4][N:3]=2)=[N:14][CH:15]=1, predict the reactants needed to synthesize it. The reactants are: Cl[C:2]1[N:7]=[C:6]([NH2:8])[CH:5]=[CH:4][N:3]=1.[NH2:9][C:10]1[N:11]=[CH:12][C:13]([C:16]2[C:17]([F:24])=[C:18]([OH:23])[C:19]([CH3:22])=[CH:20][CH:21]=2)=[N:14][CH:15]=1. (3) Given the product [CH3:15][O:16][C:17]1[CH:22]=[CH:21][CH:20]=[CH:19][C:18]=1[N:23]1[CH2:28][CH2:27][N:26]([CH2:2][CH2:3][CH2:4][CH2:5][N:6]2[C:10]3[CH:11]=[CH:12][CH:13]=[CH:14][C:9]=3[N:8]=[CH:7]2)[CH2:25][CH2:24]1, predict the reactants needed to synthesize it. The reactants are: Cl[CH2:2][CH2:3][CH2:4][CH2:5][N:6]1[C:10]2[CH:11]=[CH:12][CH:13]=[CH:14][C:9]=2[N:8]=[CH:7]1.[CH3:15][O:16][C:17]1[CH:22]=[CH:21][CH:20]=[CH:19][C:18]=1[N:23]1[CH2:28][CH2:27][NH:26][CH2:25][CH2:24]1.C(N(C(C)C)CC)(C)C.[I-].[K+]. (4) Given the product [Br:1][C:2]1[CH:3]=[C:4]([C:5]2[O:12][CH:9]=[CH:8][N:7]=2)[CH:14]=[CH:15][N:16]=1, predict the reactants needed to synthesize it. The reactants are: [Br:1][C:2]1[CH:3]=[C:4]([CH:14]=[CH:15][N:16]=1)[C:5]([NH:7][CH2:8][CH:9]([O:12]C)OC)=O.CS(O)(=O)=O.O=P12OP3(OP(OP(O3)(O1)=O)(=O)O2)=O. (5) Given the product [F:22][C:19]([F:20])([F:21])[C:8]1[CH:7]=[C:6]([NH2:5])[CH:11]=[CH:10][C:9]=1[CH2:12][N:13]1[CH2:14][CH2:15][CH2:16][CH2:17][CH2:18]1, predict the reactants needed to synthesize it. The reactants are: FC(F)(F)C([NH:5][C:6]1[CH:11]=[CH:10][C:9]([CH2:12][N:13]2[CH2:18][CH2:17][CH2:16][CH2:15][CH2:14]2)=[C:8]([C:19]([F:22])([F:21])[F:20])[CH:7]=1)=O.CO.C([O-])([O-])=O.[K+].[K+].